From a dataset of Forward reaction prediction with 1.9M reactions from USPTO patents (1976-2016). Predict the product of the given reaction. (1) Given the reactants [CH2:1]([C:6]1[C:10]2[CH:11]=[CH:12][CH:13]=[CH:14][C:9]=2[O:8][C:7]=1[C:15]1[CH:16]=[C:17]2[C:22](=[CH:23][CH:24]=1)[N:21]=[C:20]([C:25]([F:28])([F:27])[F:26])[CH:19]=[C:18]2[OH:29])[CH2:2][CH2:3][CH2:4][CH3:5].Br[CH2:31][C:32]#[N:33], predict the reaction product. The product is: [CH2:1]([C:6]1[C:10]2[CH:11]=[CH:12][CH:13]=[CH:14][C:9]=2[O:8][C:7]=1[C:15]1[CH:16]=[C:17]2[C:22](=[CH:23][CH:24]=1)[N:21]=[C:20]([C:25]([F:28])([F:26])[F:27])[CH:19]=[C:18]2[O:29][CH2:31][C:32]#[N:33])[CH2:2][CH2:3][CH2:4][CH3:5]. (2) Given the reactants [C:1]([O:5][C:6](=[O:27])[NH:7][C@@H:8]([CH2:18][C:19]1[CH:24]=[CH:23][C:22]([OH:25])=[CH:21][C:20]=1[F:26])[C:9]([N:11]1[CH2:15][CH2:14][C:13]([F:17])([F:16])[CH2:12]1)=[O:10])([CH3:4])([CH3:3])[CH3:2].C1C=CC(N([S:35]([C:38]([F:41])([F:40])[F:39])(=[O:37])=[O:36])[S:35]([C:38]([F:41])([F:40])[F:39])(=[O:37])=[O:36])=CC=1, predict the reaction product. The product is: [C:1]([O:5][C:6]([NH:7][C@H:8]([C:9]([N:11]1[CH2:15][CH2:14][C:13]([F:16])([F:17])[CH2:12]1)=[O:10])[CH2:18][C:19]1[CH:24]=[CH:23][C:22]([O:25][S:35]([C:38]([F:41])([F:40])[F:39])(=[O:37])=[O:36])=[CH:21][C:20]=1[F:26])=[O:27])([CH3:4])([CH3:2])[CH3:3]. (3) The product is: [F:17][C:18]1[CH:26]=[CH:25][C:24]([CH:27]=[O:28])=[CH:23][C:19]=1[C:20]([N:13]1[CH2:14][CH2:15][C@H:11]([NH:10][C:9](=[O:16])[O:8][CH2:1][C:2]2[CH:7]=[CH:6][CH:5]=[CH:4][CH:3]=2)[CH2:12]1)=[O:21]. Given the reactants [CH2:1]([O:8][C:9](=[O:16])[NH:10][C@H:11]1[CH2:15][CH2:14][NH:13][CH2:12]1)[C:2]1[CH:7]=[CH:6][CH:5]=[CH:4][CH:3]=1.[F:17][C:18]1[CH:26]=[CH:25][C:24]([CH:27]=[O:28])=[CH:23][C:19]=1[C:20](O)=[O:21].F[P-](F)(F)(F)(F)F.N1(OC(N(C)C)=[N+](C)C)C2C=CC=CC=2N=N1.C(N(CC)C(C)C)(C)C, predict the reaction product. (4) Given the reactants [F:1][C:2]1[CH:7]=[CH:6][C:5]([N:8]2[CH2:12][C@@H:11]([C:13]3[CH:18]=[CH:17][CH:16]=[CH:15][CH:14]=3)[N:10]([CH:19]3[CH2:24][CH2:23][NH:22][CH2:21][CH2:20]3)[C:9]2=[O:25])=[CH:4][CH:3]=1.Br[CH2:27][C:28]1[CH:29]=[CH:30][C:31]([O:34][C:35]2[CH:42]=[CH:41][C:38]([C:39]#[N:40])=[CH:37][CH:36]=2)=[N:32][CH:33]=1.CCN(C(C)C)C(C)C, predict the reaction product. The product is: [F:1][C:2]1[CH:7]=[CH:6][C:5]([N:8]2[CH2:12][C@@H:11]([C:13]3[CH:14]=[CH:15][CH:16]=[CH:17][CH:18]=3)[N:10]([CH:19]3[CH2:20][CH2:21][N:22]([CH2:27][C:28]4[CH:29]=[CH:30][C:31]([O:34][C:35]5[CH:42]=[CH:41][C:38]([C:39]#[N:40])=[CH:37][CH:36]=5)=[N:32][CH:33]=4)[CH2:23][CH2:24]3)[C:9]2=[O:25])=[CH:4][CH:3]=1. (5) The product is: [CH3:26][N:27]([CH:29]=[C:14]1[C:13](=[O:18])[C:10]2=[N:11][CH:12]=[C:7]([N:6]3[CH2:5][C@H:4]([CH2:19][NH:20][C:21](=[O:23])[CH3:22])[O:3][C:2]3=[O:1])[CH:8]=[C:9]2[CH2:17][CH2:16][CH2:15]1)[CH3:28]. Given the reactants [O:1]=[C:2]1[N:6]([C:7]2[CH:8]=[C:9]3[CH2:17][CH2:16][CH2:15][CH2:14][C:13](=[O:18])[C:10]3=[N:11][CH:12]=2)[CH2:5][C@H:4]([CH2:19][NH:20][C:21](=[O:23])[CH3:22])[O:3]1.CO[CH:26](OC)[N:27]([CH3:29])[CH3:28], predict the reaction product. (6) Given the reactants [OH:1][C:2]1[CH:3]=[C:4]2[C:9](=[CH:10][CH:11]=1)[CH:8]=[C:7]([C:12]([OH:14])=[O:13])[CH:6]=[CH:5]2.[OH-].[Na+].Cl[C:18]([O:20][CH2:21][CH2:22][CH2:23][CH2:24][O:25][C:26](=[O:29])[CH:27]=[CH2:28])=[O:19].Cl.C([O-])(=O)C=C.Cl, predict the reaction product. The product is: [C:26]([O:25][CH2:24][CH2:23][CH2:22][CH2:21][O:20][C:18]([O:1][C:2]1[CH:3]=[C:4]2[C:9](=[CH:10][CH:11]=1)[CH:8]=[C:7]([C:12]([OH:14])=[O:13])[CH:6]=[CH:5]2)=[O:19])(=[O:29])[CH:27]=[CH2:28].